This data is from Forward reaction prediction with 1.9M reactions from USPTO patents (1976-2016). The task is: Predict the product of the given reaction. (1) Given the reactants [CH:1]1([O:6][C:7]2[CH:8]=[C:9]([CH:12]=[CH:13][C:14]=2[O:15][CH3:16])[CH:10]=O)[CH2:5][CH2:4][CH2:3][CH2:2]1.COC1C=C(C=[CH:25][C:26]=1[O:27]C)C=O.CC(S[CH:35](S(C)=O)[CH3:36])S(C)=O.[CH3:40][NH:41][NH2:42].O.NN, predict the reaction product. The product is: [CH:1]1([O:6][C:7]2[CH:8]=[C:9]([C:10]3[C:35]([CH3:36])=[N:42][N:41]([CH3:40])[C:26](=[O:27])[CH:25]=3)[CH:12]=[CH:13][C:14]=2[O:15][CH3:16])[CH2:5][CH2:4][CH2:3][CH2:2]1. (2) Given the reactants [CH3:1][O:2][C:3]1[CH:8]=[CH:7][C:6]([CH:9]([CH:12]=O)[CH:10]=O)=[CH:5][CH:4]=1.[CH3:14][O:15][C:16]1[CH:21]=[CH:20][CH:19]=[C:18]([NH2:22])[CH:17]=1.Cl.C(=O)([O-])[O-].[Na+].[Na+], predict the reaction product. The product is: [CH3:14][O:15][C:16]1[CH:17]=[C:18]2[C:19]([CH:12]=[C:9]([C:6]3[CH:5]=[CH:4][C:3]([O:2][CH3:1])=[CH:8][CH:7]=3)[CH:10]=[N:22]2)=[CH:20][CH:21]=1. (3) Given the reactants [CH3:1][O:2][C:3]1[CH:28]=[CH:27][C:6]([CH2:7][N:8]([C:22]2[S:23][CH:24]=[CH:25][N:26]=2)[S:9]([C:12]2[CH:13]=[CH:14][C:15]3[NH:20][CH2:19][CH2:18][O:17][C:16]=3[CH:21]=2)(=[O:11])=[O:10])=[CH:5][CH:4]=1.F[C:30]1[CH:38]=[CH:37][CH:36]=[CH:35][C:31]=1[C:32]([NH2:34])=[O:33].C(=O)([O-])[O-].[Cs+].[Cs+], predict the reaction product. The product is: [CH3:1][O:2][C:3]1[CH:4]=[CH:5][C:6]([CH2:7][N:8]([C:22]2[S:23][CH:24]=[CH:25][N:26]=2)[S:9]([C:12]2[CH:13]=[CH:14][C:15]3[N:20]([C:30]4[CH:38]=[CH:37][CH:36]=[CH:35][C:31]=4[C:32]([NH2:34])=[O:33])[CH2:19][CH2:18][O:17][C:16]=3[CH:21]=2)(=[O:11])=[O:10])=[CH:27][CH:28]=1. (4) Given the reactants [C:1]([C:3]1[CH:4]=[C:5]2[C:10](=[CH:11][CH:12]=1)[N:9]=[C:8]([NH:13][C:14]1[CH:19]=[C:18]([O:20][C@H:21]3[CH2:25][CH2:24][NH:23][CH2:22]3)[CH:17]=[C:16]([C:26]3[CH:27]=[N:28][N:29]([CH3:31])[CH:30]=3)[CH:15]=1)[N:7]=[CH:6]2)#[CH:2].C(N(CC)CC)C.O([CH2:47][C:48]([F:51])([F:50])[F:49])S(C(F)(F)F)(=O)=O, predict the reaction product. The product is: [C:1]([C:3]1[CH:4]=[C:5]2[C:10](=[CH:11][CH:12]=1)[N:9]=[C:8]([NH:13][C:14]1[CH:19]=[C:18]([O:20][C@H:21]3[CH2:25][CH2:24][N:23]([CH2:47][C:48]([F:51])([F:50])[F:49])[CH2:22]3)[CH:17]=[C:16]([C:26]3[CH:27]=[N:28][N:29]([CH3:31])[CH:30]=3)[CH:15]=1)[N:7]=[CH:6]2)#[CH:2]. (5) Given the reactants [NH2:1][C:2]1[CH:7]=[CH:6][CH:5]=[C:4]([CH3:8])[C:3]=1[NH:9][C:10]1[N:11]=[CH:12][C:13]2[CH:19]=[C:18]([C:20]3[C:25]([Cl:26])=[C:24]([O:27][CH3:28])[CH:23]=[C:22]([O:29][CH3:30])[C:21]=3[Cl:31])[C:17](=[O:32])[N:16]([CH3:33])[C:14]=2[N:15]=1.[C:34](Cl)(=[O:37])[CH:35]=[CH2:36], predict the reaction product. The product is: [Cl:26][C:25]1[C:24]([O:27][CH3:28])=[CH:23][C:22]([O:29][CH3:30])=[C:21]([Cl:31])[C:20]=1[C:18]1[C:17](=[O:32])[N:16]([CH3:33])[C:14]2[N:15]=[C:10]([NH:9][C:3]3[C:4]([CH3:8])=[CH:5][CH:6]=[CH:7][C:2]=3[NH:1][C:34](=[O:37])[CH:35]=[CH2:36])[N:11]=[CH:12][C:13]=2[CH:19]=1. (6) Given the reactants [Cl:1][CH2:2][C:3]([C:5]1[S:6][CH:7]=[CH:8][CH:9]=1)=[O:4].[N:10]12[CH2:17][CH2:16][CH:13]([CH2:14][CH2:15]1)[C@@H:12]([NH:18][C:19](=[O:27])[O:20][CH2:21][C:22]1[S:23][CH:24]=[CH:25][CH:26]=1)[CH2:11]2, predict the reaction product. The product is: [Cl-:1].[O:4]=[C:3]([C:5]1[S:6][CH:7]=[CH:8][CH:9]=1)[CH2:2][N+:10]12[CH2:15][CH2:14][CH:13]([CH2:16][CH2:17]1)[C@@H:12]([NH:18][C:19]([O:20][CH2:21][C:22]1[S:23][CH:24]=[CH:25][CH:26]=1)=[O:27])[CH2:11]2. (7) Given the reactants [CH:1]1([NH:7][C:8]([C:10]2[C:11]([SH:16])=[N:12][CH:13]=[CH:14][CH:15]=2)=[O:9])[CH2:6][CH2:5][CH2:4][CH2:3][CH2:2]1.C[Si]([N-][Si](C)(C)C)(C)C.[Na+].[CH3:27][S:28]([O:31][C:32]1[CH:37]=[CH:36][C:35]([CH2:38][CH2:39]OS(C)(=O)=O)=[CH:34][CH:33]=1)(=[O:30])=[O:29].C(=O)(O)[O-], predict the reaction product. The product is: [CH:1]1([NH:7][C:8]([C:10]2[C:11]([S:16][CH2:39][CH2:38][C:35]3[CH:34]=[CH:33][C:32]([O:31][S:28]([CH3:27])(=[O:29])=[O:30])=[CH:37][CH:36]=3)=[N:12][CH:13]=[CH:14][CH:15]=2)=[O:9])[CH2:2][CH2:3][CH2:4][CH2:5][CH2:6]1. (8) Given the reactants [Cl:1][C:2]1[CH:8]=[CH:7][C:6]([O:9][CH2:10][CH2:11][N:12]2[CH2:17][CH2:16][CH2:15][CH2:14][CH2:13]2)=[CH:5][C:3]=1[NH2:4].CC(C)=O.C([O-])([O-])=O.[K+].[K+].[C:28](Cl)(=[O:37])[CH:29]=[CH:30][C:31]1[CH:36]=[CH:35][CH:34]=[CH:33][CH:32]=1, predict the reaction product. The product is: [Cl:1][C:2]1[CH:8]=[CH:7][C:6]([O:9][CH2:10][CH2:11][N:12]2[CH2:17][CH2:16][CH2:15][CH2:14][CH2:13]2)=[CH:5][C:3]=1[NH:4][C:28](=[O:37])[CH:29]=[CH:30][C:31]1[CH:36]=[CH:35][CH:34]=[CH:33][CH:32]=1. (9) Given the reactants [CH3:1][O:2][C@H:3]([CH2:40][CH2:41][CH2:42][CH2:43][CH2:44][CH2:45][CH3:46])[CH2:4][CH2:5][O:6][C@H:7]1[C@H:16]([OH:17])[C@@H:15]([CH2:18][OH:19])[O:14][C@H:9]([O:10]/[CH:11]=[CH:12]/[CH3:13])[C@@H:8]1[O:20][C:21](=[O:39])[CH2:22][CH2:23][CH2:24][CH2:25][CH2:26][CH2:27][CH2:28][CH2:29][CH2:30]/[CH:31]=[CH:32]\[CH2:33][CH2:34][CH2:35][CH2:36][CH2:37][CH3:38].[Si:47](Cl)([C:50]([CH3:53])([CH3:52])[CH3:51])([CH3:49])[CH3:48], predict the reaction product. The product is: [Si:47]([O:19][CH2:18][C@H:15]1[O:14][C@H:9]([O:10]/[CH:11]=[CH:12]/[CH3:13])[C@H:8]([O:20][C:21](=[O:39])[CH2:22][CH2:23][CH2:24][CH2:25][CH2:26][CH2:27][CH2:28][CH2:29][CH2:30]/[CH:31]=[CH:32]\[CH2:33][CH2:34][CH2:35][CH2:36][CH2:37][CH3:38])[C@@H:7]([O:6][CH2:5][CH2:4][C@H:3]([O:2][CH3:1])[CH2:40][CH2:41][CH2:42][CH2:43][CH2:44][CH2:45][CH3:46])[C@@H:16]1[OH:17])([C:50]([CH3:53])([CH3:52])[CH3:51])([CH3:49])[CH3:48].